This data is from Full USPTO retrosynthesis dataset with 1.9M reactions from patents (1976-2016). The task is: Predict the reactants needed to synthesize the given product. (1) Given the product [F:10][C:9]1[C:2]([C:17]2[CH:16]=[CH:15][CH:14]=[C:13]([CH2:12][OH:11])[CH:18]=2)=[CH:3][C:4]([CH:5]=[O:6])=[CH:7][CH:8]=1, predict the reactants needed to synthesize it. The reactants are: Br[C:2]1[CH:3]=[C:4]([CH:7]=[CH:8][C:9]=1[F:10])[CH:5]=[O:6].[OH:11][CH2:12][C:13]1[CH:14]=[C:15](B(O)O)[CH:16]=[CH:17][CH:18]=1.C(=O)([O-])[O-].[K+].[K+].CN(C)C=O. (2) Given the product [C:1]([O:5][C:6]([NH:7][N:8]=[C:21]([CH3:23])[CH3:20])=[O:9])([CH3:4])([CH3:3])[CH3:2], predict the reactants needed to synthesize it. The reactants are: [C:1]([O:5][C:6](=[O:9])[NH:7][NH2:8])([CH3:4])([CH3:3])[CH3:2].[O-]S([O-])(=O)=O.[Mg+2].C(O)(=O)C.[CH3:20][C:21]([CH3:23])=O. (3) Given the product [CH3:1][C@@H:2]1[C@@H:9]2[C@@H:5]([CH2:6][N:7]([S:10]([CH3:13])(=[O:12])=[O:11])[CH2:8]2)[CH2:4][C@H:3]1[NH:14][C:15]1[C:16]2[N:17]([CH:24]=[C:25]([C:27]3[N:28]=[N:29][N:30]([CH3:34])[N:31]=3)[CH:26]=2)[N:18]=[CH:19][C:20]=1[C:21]([NH2:23])=[O:22], predict the reactants needed to synthesize it. The reactants are: [CH3:1][C@@H:2]1[C@@H:9]2[C@@H:5]([CH2:6][N:7]([S:10]([CH3:13])(=[O:12])=[O:11])[CH2:8]2)[CH2:4][C@H:3]1[NH:14][C:15]1[C:16]2[N:17]([CH:24]=[C:25]([C:27]3[NH:31][N:30]=[N:29][N:28]=3)[CH:26]=2)[N:18]=[CH:19][C:20]=1[C:21]([NH2:23])=[O:22].IC.[C:34](=O)([O-])[O-].[K+].[K+]. (4) Given the product [CH3:1][O:2][CH2:3][C@@H:4]1[CH2:8][N:7]([C:9]([O:11][C:12]([CH3:15])([CH3:13])[CH3:14])=[O:10])[C@H:6]([C:16]([O:18][CH2:19][C:20]([C:21]2[CH:22]=[CH:23][C:24]3[C:33]4[CH:32]=[C:31]5[CH2:34][CH2:35][CH:36]([Br:41])[C:37](=[O:38])[C:30]5=[CH:29][C:28]=4[O:27][CH2:26][C:25]=3[CH:39]=2)=[O:40])=[O:17])[CH2:5]1, predict the reactants needed to synthesize it. The reactants are: [CH3:1][O:2][CH2:3][C@@H:4]1[CH2:8][N:7]([C:9]([O:11][C:12]([CH3:15])([CH3:14])[CH3:13])=[O:10])[C@H:6]([C:16]([O:18][CH2:19][C:20](=[O:40])[C:21]2[CH:22]=[CH:23][C:24]3[C:33]4[CH:32]=[C:31]5[CH2:34][CH2:35][CH2:36][C:37](=[O:38])[C:30]5=[CH:29][C:28]=4[O:27][CH2:26][C:25]=3[CH:39]=2)=[O:17])[CH2:5]1.[Br-:41].[Br-].[Br-].[NH+]1C=CC=CC=1.[NH+]1C=CC=CC=1.[NH+]1C=CC=CC=1.